From a dataset of Full USPTO retrosynthesis dataset with 1.9M reactions from patents (1976-2016). Predict the reactants needed to synthesize the given product. (1) Given the product [CH:1]([CH:4]1[CH2:9][NH:8][C:7]2[CH:11]=[CH:12][C:13]([CH3:15])=[CH:14][C:6]=2[O:5]1)([CH3:3])[CH3:2], predict the reactants needed to synthesize it. The reactants are: [CH:1]([CH:4]1[C:9](=O)[NH:8][C:7]2[CH:11]=[CH:12][C:13]([CH3:15])=[CH:14][C:6]=2[O:5]1)([CH3:3])[CH3:2].[H-].[Al+3].[Li+].[H-].[H-].[H-].[OH-].[Na+].S([O-])([O-])(=O)=O.[Mg+2]. (2) Given the product [NH2:21][C:22]1[CH:30]=[CH:29][C:25]([C:26]([NH:6][C:5]2[CH:7]=[CH:8][C:2]([Cl:1])=[CH:3][C:4]=2[N:9]2[CH2:14][CH2:13][N:12]([CH2:15][CH2:16][C:17]([F:19])([F:18])[F:20])[CH2:11][CH2:10]2)=[O:27])=[C:24]([F:31])[CH:23]=1, predict the reactants needed to synthesize it. The reactants are: [Cl:1][C:2]1[CH:8]=[CH:7][C:5]([NH2:6])=[C:4]([N:9]2[CH2:14][CH2:13][N:12]([CH2:15][CH2:16][C:17]([F:20])([F:19])[F:18])[CH2:11][CH2:10]2)[CH:3]=1.[NH2:21][C:22]1[CH:30]=[CH:29][C:25]([C:26](O)=[O:27])=[C:24]([F:31])[CH:23]=1.CN(C(ON1N=NC2C=CC=NC1=2)=[N+](C)C)C.F[P-](F)(F)(F)(F)F. (3) Given the product [CH2:1]([N:3]1[CH:7]=[C:6]([C:9](=[O:15])[C:10]([O:12][CH2:13][CH3:14])=[O:11])[CH:5]=[N:4]1)[CH3:2], predict the reactants needed to synthesize it. The reactants are: [CH2:1]([N:3]1[CH:7]=[CH:6][CH:5]=[N:4]1)[CH3:2].Cl[C:9](=[O:15])[C:10]([O:12][CH2:13][CH3:14])=[O:11]. (4) Given the product [CH:1]1([CH2:4][O:5][C:6]2[CH:25]=[CH:24][C:9]([C:10]([O:12][CH2:13][C:14]([OH:16])=[O:15])=[O:11])=[CH:8][C:7]=2[O:26][S:27]([CH3:30])(=[O:29])=[O:28])[CH2:3][CH2:2]1, predict the reactants needed to synthesize it. The reactants are: [CH:1]1([CH2:4][O:5][C:6]2[CH:25]=[CH:24][C:9]([C:10]([O:12][CH2:13][C:14]([O:16]CC3C=CC=CC=3)=[O:15])=[O:11])=[CH:8][C:7]=2[O:26][S:27]([CH3:30])(=[O:29])=[O:28])[CH2:3][CH2:2]1.